This data is from Full USPTO retrosynthesis dataset with 1.9M reactions from patents (1976-2016). The task is: Predict the reactants needed to synthesize the given product. (1) Given the product [CH2:18]([C:10]1[C:9]([F:11])=[CH:8][CH:7]=[C:6]([Br:12])[C:5]=1[OH:4])[CH:13]=[CH2:14], predict the reactants needed to synthesize it. The reactants are: C([O:4][C:5]1[CH:10]=[C:9]([F:11])[CH:8]=[CH:7][C:6]=1[Br:12])C=C.[C:13]1(C)[CH:18]=C(C)C=C(C)[CH:14]=1.C(C1C(C(F)(F)F)=CC=C(Cl)C=1O)C=C. (2) Given the product [F:1][C:2]1[CH:3]=[C:4]([C:17](=[O:19])[CH3:18])[CH:5]=[C:6]([N+:8]([O-:10])=[O:9])[CH:7]=1, predict the reactants needed to synthesize it. The reactants are: [F:1][C:2]1[CH:7]=[C:6]([N+:8]([O-:10])=[O:9])[CH:5]=[C:4](I)[CH:3]=1.C([Sn](CCCC)(CCCC)[C:17]([O:19]CC)=[CH2:18])CCC.Cl. (3) Given the product [CH:17]1([C@@H:2]2[C:3]([C:11]3[CH:12]=[CH:13][CH:14]=[CH:15][CH:16]=3)([C:5]3[CH:10]=[CH:9][CH:8]=[CH:7][CH:6]=3)[O:4][B:25]([O:24][CH3:23])[NH:1]2)[CH2:22][CH2:21][CH2:20][CH2:19][CH2:18]1, predict the reactants needed to synthesize it. The reactants are: [NH2:1][C@H:2]([CH:17]1[CH2:22][CH2:21][CH2:20][CH2:19][CH2:18]1)[C:3]([C:11]1[CH:16]=[CH:15][CH:14]=[CH:13][CH:12]=1)([C:5]1[CH:10]=[CH:9][CH:8]=[CH:7][CH:6]=1)[OH:4].[CH3:23][O:24][B:25](OC)OC.